Dataset: Reaction yield outcomes from USPTO patents with 853,638 reactions. Task: Predict the reaction yield, written as a fraction of the theoretical maximum amount of product (1.0 means a 100% yield; for example, 0.34 means a 34% yield). (1) The reactants are [NH2:1][C:2]1[CH:3]=[CH:4][C:5]([F:11])=[C:6]([CH:10]=1)[C:7]([OH:9])=[O:8].S(Cl)(Cl)=O.[CH3:16]O. No catalyst specified. The product is [NH2:1][C:2]1[CH:3]=[CH:4][C:5]([F:11])=[C:6]([CH:10]=1)[C:7]([O:9][CH3:16])=[O:8]. The yield is 0.818. (2) The yield is 0.910. The reactants are [CH:1]1([C@H:4]2[C@H:13]([CH3:14])[C@@H:12]([NH:15][C:16]3[CH:21]=[CH:20][CH:19]=[C:18]([CH3:22])[N:17]=3)[C:11]3[C:6](=[CH:7][CH:8]=[C:9]([O:23]C)[N:10]=3)[N:5]2[C:25](=[O:27])[CH3:26])[CH2:3][CH2:2]1.[I-].[Na+]. The product is [CH:1]1([C@H:4]2[C@H:13]([CH3:14])[C@@H:12]([NH:15][C:16]3[CH:21]=[CH:20][CH:19]=[C:18]([CH3:22])[N:17]=3)[C:11]3[C:6](=[CH:7][CH:8]=[C:9]([OH:23])[N:10]=3)[N:5]2[C:25](=[O:27])[CH3:26])[CH2:2][CH2:3]1. The catalyst is C(#N)C. (3) The reactants are [CH:1]1([CH2:6][CH:7]([C:11]2[CH:16]=[CH:15][C:14]([N:17]3[CH2:22][CH2:21][O:20][CH2:19][CH2:18]3)=[CH:13][CH:12]=2)[C:8]([OH:10])=O)[CH2:5][CH2:4][CH2:3][CH2:2]1.C(N(CC)C(C)C)(C)C.F[P-](F)(F)(F)(F)F.N1(OC(N(C)C)=[N+](C)C)C2C=CC=CC=2N=N1.[NH2:56][C:57]1[S:58][CH:59]=[CH:60][N:61]=1. The catalyst is CN(C)C=O. The product is [CH:1]1([CH2:6][CH:7]([C:11]2[CH:12]=[CH:13][C:14]([N:17]3[CH2:22][CH2:21][O:20][CH2:19][CH2:18]3)=[CH:15][CH:16]=2)[C:8]([NH:56][C:57]2[S:58][CH:59]=[CH:60][N:61]=2)=[O:10])[CH2:5][CH2:4][CH2:3][CH2:2]1. The yield is 0.340. (4) The reactants are [NH2:1][C:2]1[CH:9]=[CH:8][CH:7]=[CH:6][C:3]=1[CH:4]=O.Cl[CH2:11][C:12]([C:14]1[CH:19]=[CH:18][C:17]([F:20])=[CH:16][C:15]=1[F:21])=O.[OH-:22].[Na+].Cl. The catalyst is CO.O. The product is [F:21][C:15]1[CH:16]=[C:17]([F:20])[CH:18]=[CH:19][C:14]=1[C:12]1[C:11]([OH:22])=[CH:4][C:3]2[C:2](=[CH:9][CH:8]=[CH:7][CH:6]=2)[N:1]=1. The yield is 0.410. (5) The reactants are C([O-])(C)(C)C.[K+].[N+:7]([O:10][CH2:11][CH2:12][CH2:13][O:14][C:15]1[CH:23]=[CH:22][C:18]([C:19]([OH:21])=[O:20])=[CH:17][CH:16]=1)([O-:9])=[O:8].Br[CH2:25][Cl:26].[NH4+].[Cl-]. The yield is 0.390. The product is [N+:7]([O:10][CH2:11][CH2:12][CH2:13][O:14][C:15]1[CH:23]=[CH:22][C:18]([C:19]([O:21][CH2:25][Cl:26])=[O:20])=[CH:17][CH:16]=1)([O-:9])=[O:8]. The catalyst is C1COCC1.CN(C=O)C. (6) The reactants are I[C:2]1[CH:3]=[C:4]([CH:8]=[CH:9][CH:10]=1)[C:5]([NH2:7])=[O:6].C(NC(C)C)(C)C.[CH3:18][Si:19]([C:22]#[CH:23])([CH3:21])[CH3:20]. The catalyst is Cl[Pd](Cl)([P](C1C=CC=CC=1)(C1C=CC=CC=1)C1C=CC=CC=1)[P](C1C=CC=CC=1)(C1C=CC=CC=1)C1C=CC=CC=1.[Cu]I.CN(C=O)C. The product is [CH3:18][Si:19]([C:22]#[C:23][C:2]1[CH:3]=[C:4]([CH:8]=[CH:9][CH:10]=1)[C:5]([NH2:7])=[O:6])([CH3:21])[CH3:20]. The yield is 0.650. (7) The reactants are C(O[CH:4](OCC)[CH2:5][O:6][C:7]1[CH:12]=[CH:11][CH:10]=[CH:9][C:8]=1[Br:13])C.[OH-].[Na+].CCOCC. The catalyst is ClC1C=CC=CC=1. The product is [Br:13][C:8]1[C:7]2[O:6][CH:5]=[CH:4][C:12]=2[CH:11]=[CH:10][CH:9]=1. The yield is 0.380. (8) The reactants are C(N1C=CN=C1)(N1C=CN=C1)=O.[C:13]([O:17][C:18]([N:20]1[CH2:24][CH2:23][C@H:22]([C:25]([OH:27])=O)[CH2:21]1)=[O:19])([CH3:16])([CH3:15])[CH3:14].Cl.[CH3:29][NH:30][O:31][CH3:32]. The catalyst is ClCCl. The product is [C:13]([O:17][C:18]([N:20]1[CH2:24][CH2:23][C@H:22]([C:25](=[O:27])[N:30]([O:31][CH3:32])[CH3:29])[CH2:21]1)=[O:19])([CH3:14])([CH3:15])[CH3:16]. The yield is 0.890. (9) The reactants are [NH2:1][C:2]1[CH:3]=[CH:4][C:5]2[N:6]([CH2:15][CH3:16])[C:7]3[C:12]([C:13]=2[CH:14]=1)=[CH:11][CH:10]=[CH:9][CH:8]=3.C(OC([NH:24][C:25]([NH:27][C:28]1[S:29][CH:30]=[C:31]([C:33](O)=[O:34])[N:32]=1)=[NH:26])=O)(C)(C)C.F[B-](F)(F)F.N1(OC(N(C)C)=[N+](C)C)C2C=CC=CC=2N=N1.C(N(CC)C(C)C)(C)C. The catalyst is CN(C)C=O. The product is [NH2:26][C:25]([NH:27][C:28]1[S:29][CH:30]=[C:31]([C:33]([NH:1][C:2]2[CH:3]=[CH:4][C:5]3[N:6]([CH2:15][CH3:16])[C:7]4[C:12]([C:13]=3[CH:14]=2)=[CH:11][CH:10]=[CH:9][CH:8]=4)=[O:34])[N:32]=1)=[NH:24]. The yield is 0.600.